This data is from Catalyst prediction with 721,799 reactions and 888 catalyst types from USPTO. The task is: Predict which catalyst facilitates the given reaction. (1) Reactant: C([Li])CCC.C(OP([CH2:14][C:15]([OH:17])=[O:16])(OCC)=O)C.[O:18]1[CH:22]=[CH:21][CH:20]=[C:19]1/[CH:23]=[CH:24]/[CH:25]=O.Cl. Product: [O:18]1[CH:22]=[CH:21][CH:20]=[C:19]1[CH:23]=[CH:24][CH:25]=[CH:14][C:15]([OH:17])=[O:16]. The catalyst class is: 193. (2) Reactant: [CH2:1]([O:8][C:9](=[O:23])[CH2:10][C@@H:11]([C:20]([OH:22])=O)[NH:12][C:13]([O:15][C:16]([CH3:19])([CH3:18])[CH3:17])=[O:14])[C:2]1[CH:7]=[CH:6][CH:5]=[CH:4][CH:3]=1.[CH2:24]([NH2:28])[CH2:25][CH2:26][CH3:27].CCN=C=NCCCN(C)C.Cl.C1C=CC2N(O)N=NC=2C=1. Product: [CH2:1]([O:8][C:9](=[O:23])[CH2:10][C@@H:11]([C:20]([NH:28][CH2:24][CH2:25][CH2:26][CH3:27])=[O:22])[NH:12][C:13]([O:15][C:16]([CH3:17])([CH3:18])[CH3:19])=[O:14])[C:2]1[CH:3]=[CH:4][CH:5]=[CH:6][CH:7]=1. The catalyst class is: 18. (3) Reactant: [Cl:1][C:2]1[CH:7]=[C:6]([O:8][C:9]2[C:10]3[N:17]([CH3:18])[CH:16]=[CH:15][C:11]=3[N:12]=[CH:13][N:14]=2)[CH:5]=[CH:4][C:3]=1[NH:19][C:20]([NH:22][C:23]1[CH:32]=[C:31]2[C:26]([CH2:27][CH2:28][N:29](C(=O)C(F)(F)F)[CH2:30]2)=[CH:25][CH:24]=1)=[O:21].[OH-].[K+]. Product: [Cl:1][C:2]1[CH:7]=[C:6]([O:8][C:9]2[C:10]3[N:17]([CH3:18])[CH:16]=[CH:15][C:11]=3[N:12]=[CH:13][N:14]=2)[CH:5]=[CH:4][C:3]=1[NH:19][C:20]([NH:22][C:23]1[CH:32]=[C:31]2[C:26]([CH2:27][CH2:28][NH:29][CH2:30]2)=[CH:25][CH:24]=1)=[O:21]. The catalyst class is: 24. (4) Reactant: [OH:1][CH2:2][CH:3]1[CH:7]2[O:8][C:9]([CH3:12])([CH3:11])[O:10][CH:6]2[CH:5]([N:13]2[CH:21]=[N:20][C:19]3[C:14]2=[N:15][CH:16]=[N:17][C:18]=3[NH:22][C:23]([NH:25][C:26]2[CH:31]=[CH:30][CH:29]=[CH:28][CH:27]=2)=[O:24])[O:4]1.CC(C)([O-])C.[K+].Cl[C:39]1[N:47]=[CH:46][CH:45]=[CH:44][C:40]=1[C:41]([OH:43])=[O:42]. Product: [CH3:12][C:9]1([CH3:11])[O:10][CH:6]2[CH:5]([N:13]3[CH:21]=[N:20][C:19]4[C:14]3=[N:15][CH:16]=[N:17][C:18]=4[NH:22][C:23]([NH:25][C:26]3[CH:31]=[CH:30][CH:29]=[CH:28][CH:27]=3)=[O:24])[O:4][CH:3]([CH2:2][O:1][C:39]3[N:47]=[CH:46][CH:45]=[CH:44][C:40]=3[C:41]([OH:43])=[O:42])[CH:7]2[O:8]1. The catalyst class is: 3. (5) Reactant: CI.[Br:3][C:4]1[N:9]=[C:8]([NH:10][C:11]([NH2:13])=S)[CH:7]=[CH:6][CH:5]=1.[CH3:14][O:15][C:16]1[CH:23]=[CH:22][CH:21]=[CH:20][C:17]=1[CH2:18][NH2:19].ClCCl.CCCCC. Product: [Br:3][C:4]1[N:9]=[C:8]([NH:10][C:11]([NH:19][CH2:18][C:17]2[CH:20]=[CH:21][CH:22]=[CH:23][C:16]=2[O:15][CH3:14])=[NH:13])[CH:7]=[CH:6][CH:5]=1. The catalyst class is: 645. (6) Reactant: Cl[C:2]1[C:7]([C:8]2[CH:9]=[CH:10][C:11]3[N:12]=[CH:13][N:14]=[C:15]([O:18][CH3:19])[C:16]=3[N:17]=2)=[CH:6][CH:5]=[CH:4][N:3]=1.[Cl:20][C:21]1[CH:22]=[C:23](B(O)O)[CH:24]=[CH:25][C:26]=1[F:27].[F-].[K+].[H+].[B-](F)(F)(F)F. Product: [Cl:20][C:21]1[CH:22]=[C:23]([C:2]2[C:7]([C:8]3[CH:9]=[CH:10][C:11]4[N:12]=[CH:13][N:14]=[C:15]([O:18][CH3:19])[C:16]=4[N:17]=3)=[CH:6][CH:5]=[CH:4][N:3]=2)[CH:24]=[CH:25][C:26]=1[F:27]. The catalyst class is: 12. (7) Reactant: [Cl:1][C:2]1[CH:3]=[C:4]([S:9]([N:12]([CH2:26][C:27]([O:29]C(C)(C)C)=[O:28])[C:13]2[CH:21]=[CH:20][CH:19]=[C:18]3[C:14]=2[CH2:15][CH2:16][N:17]3[C:22](=[O:25])[NH:23][CH3:24])(=[O:11])=[O:10])[CH:5]=[C:6]([Cl:8])[CH:7]=1. Product: [Cl:1][C:2]1[CH:3]=[C:4]([S:9]([N:12]([CH2:26][C:27]([OH:29])=[O:28])[C:13]2[CH:21]=[CH:20][CH:19]=[C:18]3[C:14]=2[CH2:15][CH2:16][N:17]3[C:22](=[O:25])[NH:23][CH3:24])(=[O:10])=[O:11])[CH:5]=[C:6]([Cl:8])[CH:7]=1. The catalyst class is: 89.